Predict which catalyst facilitates the given reaction. From a dataset of Catalyst prediction with 721,799 reactions and 888 catalyst types from USPTO. (1) Reactant: [C:1]([O:5][C:6](=[O:11])[NH:7][CH2:8][CH2:9][OH:10])([CH3:4])([CH3:3])[CH3:2].[OH-].[Na+].[CH2:14](Br)[C:15]#[CH:16]. The catalyst class is: 2. Product: [C:1]([O:5][C:6](=[O:11])[NH:7][CH2:8][CH2:9][O:10][CH2:16][C:15]#[CH:14])([CH3:4])([CH3:2])[CH3:3]. (2) Reactant: [CH2:1]([C:5]1[CH:11]=[CH:10][C:8]([NH2:9])=[CH:7][CH:6]=1)[CH2:2][CH2:3][CH3:4].[CH2:12]([O:19][C:20]1[C:21](=[O:29])[CH:22]=[C:23](C(O)=O)O[CH:25]=1)[C:13]1[CH:18]=[CH:17][CH:16]=[CH:15][CH:14]=1.CC(O)=O. Product: [CH2:12]([O:19][C:20]1[C:21](=[O:29])[CH:22]=[CH:23][N:9]([C:8]2[CH:7]=[CH:6][C:5]([CH2:1][CH2:2][CH2:3][CH3:4])=[CH:11][CH:10]=2)[CH:25]=1)[C:13]1[CH:18]=[CH:17][CH:16]=[CH:15][CH:14]=1. The catalyst class is: 6. (3) Reactant: [N:1]1([C:5]2[CH:6]=[CH:7][C:8]([O:11][C:12]3[CH:13]=[C:14]([CH:29]=[CH:30][CH:31]=3)[CH:15]=[C:16]3[CH2:21][CH2:20][N:19](C(OC(C)(C)C)=O)[CH2:18][CH2:17]3)=[N:9][CH:10]=2)[CH2:4][CH2:3][CH2:2]1.C(O)(C(F)(F)F)=O. Product: [N:1]1([C:5]2[CH:6]=[CH:7][C:8]([O:11][C:12]3[CH:31]=[CH:30][CH:29]=[C:14]([CH:15]=[C:16]4[CH2:17][CH2:18][NH:19][CH2:20][CH2:21]4)[CH:13]=3)=[N:9][CH:10]=2)[CH2:2][CH2:3][CH2:4]1. The catalyst class is: 2. (4) Reactant: [ClH:1].[CH:2]1([NH:7][C:8](=[O:17])[O:9][CH2:10][CH:11]2[CH2:16][CH2:15][NH:14][CH2:13][CH2:12]2)[CH2:6][CH2:5][CH2:4][CH2:3]1.CCN(C(C)C)C(C)C.Br[CH2:28][CH2:29][O:30][CH3:31].C([O-])([O-])=O.[Na+].[Na+].Cl. Product: [ClH:1].[CH:2]1([NH:7][C:8](=[O:17])[O:9][CH2:10][CH:11]2[CH2:12][CH2:13][N:14]([CH2:28][CH2:29][O:30][CH3:31])[CH2:15][CH2:16]2)[CH2:3][CH2:4][CH2:5][CH2:6]1. The catalyst class is: 158.